Task: Regression. Given two drug SMILES strings and cell line genomic features, predict the synergy score measuring deviation from expected non-interaction effect.. Dataset: NCI-60 drug combinations with 297,098 pairs across 59 cell lines Drug 1: C1CC(C1)(C(=O)O)C(=O)O.[NH2-].[NH2-].[Pt+2]. Drug 2: CCN(CC)CCCC(C)NC1=C2C=C(C=CC2=NC3=C1C=CC(=C3)Cl)OC. Cell line: NCI-H226. Synergy scores: CSS=2.89, Synergy_ZIP=-1.53, Synergy_Bliss=0.509, Synergy_Loewe=-14.6, Synergy_HSA=-2.41.